This data is from Catalyst prediction with 721,799 reactions and 888 catalyst types from USPTO. The task is: Predict which catalyst facilitates the given reaction. (1) Reactant: [F:1][C:2]1[CH:26]=[CH:25][C:5]([CH2:6][N:7]2[C:11]3=[CH:12][N:13]=[C:14]([C:20]([O:22][CH2:23][CH3:24])=[O:21])[C:15]([C:16]#[C:17][CH2:18][OH:19])=[C:10]3[CH:9]=[CH:8]2)=[CH:4][CH:3]=1. Product: [F:1][C:2]1[CH:3]=[CH:4][C:5]([CH2:6][N:7]2[C:11]3=[CH:12][N:13]=[C:14]([C:20]([O:22][CH2:23][CH3:24])=[O:21])[C:15]([CH2:16][CH2:17][CH2:18][OH:19])=[C:10]3[CH:9]=[CH:8]2)=[CH:25][CH:26]=1. The catalyst class is: 19. (2) Product: [OH:16][CH2:15][CH2:14][CH2:13][N:12]1[C:7](=[O:11])[C:3]2[C:2](=[N:1][CH:6]=[CH:5][CH:4]=2)[C:9]1=[O:10]. Reactant: [N:1]1[CH:6]=[CH:5][CH:4]=[C:3]2[C:7](=[O:11])O[C:9](=[O:10])[C:2]=12.[NH2:12][CH2:13][CH2:14][CH2:15][OH:16]. The catalyst class is: 22.